From a dataset of Forward reaction prediction with 1.9M reactions from USPTO patents (1976-2016). Predict the product of the given reaction. Given the reactants [F:1][C:2]([F:16])([F:15])[C:3]1[CH:4]=[C:5]([NH:9][CH2:10][CH2:11][C:12]([OH:14])=O)[CH:6]=[CH:7][CH:8]=1.[NH2:17][C:18](N)=[O:19].O, predict the reaction product. The product is: [F:15][C:2]([F:1])([F:16])[C:3]1[CH:4]=[C:5]([N:9]2[CH2:10][CH2:11][C:12](=[O:14])[NH:17][C:18]2=[O:19])[CH:6]=[CH:7][CH:8]=1.